Dataset: Reaction yield outcomes from USPTO patents with 853,638 reactions. Task: Predict the reaction yield, written as a fraction of the theoretical maximum amount of product (1.0 means a 100% yield; for example, 0.34 means a 34% yield). (1) The reactants are [C:1]([N:4]1[C:13]2[C:8](=[CH:9][C:10]([F:14])=[CH:11][CH:12]=2)[C@@H:7]([OH:15])[CH2:6][C@@H:5]1[CH3:16])(=[O:3])[CH3:2].[F:17][C:18]1[CH:23]=[CH:22][C:21](O)=[CH:20][CH:19]=1. No catalyst specified. The product is [C:1]([N:4]1[C:13]2[C:8](=[CH:9][C:10]([F:14])=[CH:11][CH:12]=2)[C@H:7]([O:15][C:21]2[CH:22]=[CH:23][C:18]([F:17])=[CH:19][CH:20]=2)[CH2:6][C@@H:5]1[CH3:16])(=[O:3])[CH3:2]. The yield is 0.610. (2) The reactants are [C:1]([O:5][C:6]([N:8]1[CH2:12][CH:11]([C:13]#[N:14])[CH2:10][CH:9]1[C:15](=O)[NH:16][CH2:17][C:18]([C:20]1[CH:25]=[CH:24][C:23]([Br:26])=[CH:22][CH:21]=1)=O)=[O:7])([CH3:4])([CH3:3])[CH3:2].C(O)(=O)C.[NH3:32]. The catalyst is C1(C)C(C)=CC=CC=1. The product is [C:1]([O:5][C:6]([N:8]1[CH2:12][CH:11]([C:13]#[N:14])[CH2:10][CH:9]1[C:15]1[NH:32][C:18]([C:20]2[CH:25]=[CH:24][C:23]([Br:26])=[CH:22][CH:21]=2)=[CH:17][N:16]=1)=[O:7])([CH3:4])([CH3:3])[CH3:2]. The yield is 0.350. (3) The reactants are FC(F)(F)C(O)=O.[Cl:8][C:9]1[C:10]([NH:24][CH2:25][CH:26]2[CH2:31][CH2:30][N:29](C(OC(C)(C)C)=O)[CH2:28][CH2:27]2)=[CH:11][C:12]([NH:15][C:16]2[CH:21]=[N:20][C:19]([C:22]#[N:23])=[CH:18][N:17]=2)=[N:13][CH:14]=1. The catalyst is ClCCl. The product is [Cl:8][C:9]1[C:10]([NH:24][CH2:25][CH:26]2[CH2:31][CH2:30][NH:29][CH2:28][CH2:27]2)=[CH:11][C:12]([NH:15][C:16]2[N:17]=[CH:18][C:19]([C:22]#[N:23])=[N:20][CH:21]=2)=[N:13][CH:14]=1. The yield is 0.220. (4) The reactants are [NH2:1][C@@H:2]([C@H:5]([O:7][C:8]([CH3:11])([CH3:10])[CH3:9])[CH3:6])[CH2:3][OH:4].[Cl:12][C:13]1[N:18]=[C:17](Cl)[CH:16]=[C:15]([CH3:20])[N:14]=1.C(N(C(C)C)C(C)C)C. The catalyst is O1CCOCC1. The product is [C:8]([O:7][C@H:5]([CH3:6])[C@H:2]([NH:1][C:17]1[CH:16]=[C:15]([CH3:20])[N:14]=[C:13]([Cl:12])[N:18]=1)[CH2:3][OH:4])([CH3:10])([CH3:9])[CH3:11]. The yield is 0.240. (5) The reactants are [CH2:1]([O:3][C:4](=[O:16])[C:5](O)=[CH:6][C:7](=[O:14])[C:8]1[CH:13]=[CH:12][CH:11]=[CH:10][CH:9]=1)[CH3:2].Cl.[NH2:18]O. The catalyst is C(O)C.C1COCC1. The product is [CH2:1]([O:3][C:4]([C:5]1[CH:6]=[C:7]([C:8]2[CH:13]=[CH:12][CH:11]=[CH:10][CH:9]=2)[O:14][N:18]=1)=[O:16])[CH3:2]. The yield is 0.790.